From a dataset of Forward reaction prediction with 1.9M reactions from USPTO patents (1976-2016). Predict the product of the given reaction. Given the reactants C([O:3][C:4](=O)[NH:5][C:6](=[O:14])[C:7]([C:12]#[N:13])=[CH:8]OCC)C.[CH2:16]([O:18][CH:19]([O:23][CH2:24][CH3:25])[CH2:20][CH2:21][NH2:22])[CH3:17], predict the reaction product. The product is: [CH2:16]([O:18][CH:19]([O:23][CH2:24][CH3:25])[CH2:20][CH2:21][N:22]1[CH:8]=[C:7]([C:12]#[N:13])[C:6](=[O:14])[NH:5][C:4]1=[O:3])[CH3:17].